Dataset: Full USPTO retrosynthesis dataset with 1.9M reactions from patents (1976-2016). Task: Predict the reactants needed to synthesize the given product. (1) The reactants are: [N:1]1[CH:6]=[CH:5][C:4]([N:7]2[CH2:12][CH2:11][NH:10][CH2:9][CH2:8]2)=[CH:3][CH:2]=1.[CH:13]1[C:22]2[C:17](=[CH:18][CH:19]=[CH:20][CH:21]=2)[CH:16]=[CH:15][C:14]=1[S:23]([C:26]1[CH:34]=[CH:33][C:29]([C:30](O)=[O:31])=[CH:28][CH:27]=1)(=[O:25])=[O:24]. Given the product [CH:13]1[C:22]2[C:17](=[CH:18][CH:19]=[CH:20][CH:21]=2)[CH:16]=[CH:15][C:14]=1[S:23]([C:26]1[CH:34]=[CH:33][C:29]([C:30]([N:10]2[CH2:9][CH2:8][N:7]([C:4]3[CH:5]=[CH:6][N:1]=[CH:2][CH:3]=3)[CH2:12][CH2:11]2)=[O:31])=[CH:28][CH:27]=1)(=[O:25])=[O:24], predict the reactants needed to synthesize it. (2) Given the product [CH3:1][N:2]([C:4]([NH:6][C:7]([NH2:9])=[NH:8])=[NH:5])[CH3:3].[C:10]([O-:15])(=[O:14])[CH2:11][CH2:12][CH3:13], predict the reactants needed to synthesize it. The reactants are: [CH3:1][N:2]([C:4]([NH:6][C:7]([NH2:9])=[NH:8])=[NH:5])[CH3:3].[C:10]([OH:15])(=[O:14])[CH2:11][CH2:12][CH3:13]. (3) Given the product [CH3:1][O:2][C:3]([C:5]1[C:10]([O:11][CH3:12])=[C:9]([NH2:15])[N:8]=[C:7]([Cl:14])[N:6]=1)=[O:4], predict the reactants needed to synthesize it. The reactants are: [CH3:1][O:2][C:3]([C:5]1[C:10]([O:11][CH3:12])=[C:9](Cl)[N:8]=[C:7]([Cl:14])[N:6]=1)=[O:4].[NH3:15]. (4) Given the product [CH:1]([NH:33][CH2:32][C@@H:34]1[CH:51]2[C@:46]([CH3:53])([CH2:47][CH2:48][C:49](=[O:52])[CH2:50]2)[C@@H:45]2[C@H:36]([C@H:37]3[C@@:41]([CH2:43][CH2:44]2)([CH3:42])[C:40](=[O:54])[CH2:39][CH2:38]3)[CH2:35]1)=[O:2], predict the reactants needed to synthesize it. The reactants are: [CH2:1]1COC23OCCOC2([C@]2(CC[C@H]4[C@@H](C[C@H](CNC=O)C5[C@]4(C)CCCC5)[C@@H]2C3)C)[O:2]1.[C:32]([C@@H:34]1[CH:51]2[C@:46]([CH3:53])([CH2:47][CH2:48][C:49](=[O:52])[CH2:50]2)[C@@H:45]2[C@H:36]([C@H:37]3[C@@:41]([CH2:43][CH2:44]2)([CH3:42])[C:40](=[O:54])[CH2:39][CH2:38]3)[CH2:35]1)#[N:33]. (5) Given the product [NH2:37][CH:35]1[CH2:18][CH2:17][N:14]([CH2:13][C:11]2[CH:10]=[CH:9][CH:8]=[C:7]3[C:12]=2[C:3]([NH:26][C:25]2[CH:27]=[CH:28][CH:29]=[C:23]([O:22][CH3:21])[CH:24]=2)=[N:4][CH:5]=[N:6]3)[CH2:19][CH2:20]1, predict the reactants needed to synthesize it. The reactants are: [Br-].Cl[C:3]1[C:12]2[C:7](=[CH:8][CH:9]=[CH:10][C:11]=2[CH2:13][N+:14]([CH2:19][CH3:20])([CH2:17][CH3:18])CC)[N:6]=[CH:5][N:4]=1.[CH3:21][O:22][C:23]1[CH:24]=[C:25]([CH:27]=[CH:28][CH:29]=1)[NH2:26].CC(O[C:35]([NH:37]C1CCNCC1)=O)(C)C.